This data is from Reaction yield outcomes from USPTO patents with 853,638 reactions. The task is: Predict the reaction yield, written as a fraction of the theoretical maximum amount of product (1.0 means a 100% yield; for example, 0.34 means a 34% yield). (1) The reactants are [Na+].[N:2]1([C:8]([C:10]2[N:11]=[C:12]([N:15]3[CH2:18][CH:17]([S:19][C:20]4[C@H:21]([CH3:34])[C@@H:22]5[C@@H:29]([C@H:30]([OH:32])[CH3:31])[C:28](=[O:33])[N:23]5[C:24]=4[C:25]([O-:27])=[O:26])[CH2:16]3)[S:13][CH:14]=2)=[O:9])[CH2:7][CH2:6][CH2:5][CH2:4][CH2:3]1.[C:35](O)(=O)C.NN.C1(P(OC2[C@H](C)[C@H]3[C@@H]([C@H](O)C)C(=O)N3C=2C(O[CH2:64][C:65]2[CH:70]=[CH:69][C:68]([N+:71]([O-:73])=[O:72])=[CH:67][CH:66]=2)=O)(C2C=CC=CC=2)=O)C=CC=CC=1.C(N(C(C)C)CC)(C)C.C(=O)([O-])O.[Na+]. The catalyst is CN(C)C=O.C(#N)C.C(OCC)(=O)C. The product is [C:3]1([NH:2][C:8]([C:10]2[N:11]=[C:12]([N:15]3[CH2:18][CH:17]([S:19][C:20]4[C@H:21]([CH3:34])[C@@H:22]5[C@@H:29]([C@H:30]([OH:32])[CH3:31])[C:28](=[O:33])[N:23]5[C:24]=4[C:25]([O:27][CH2:64][C:65]4[CH:66]=[CH:67][C:68]([N+:71]([O-:73])=[O:72])=[CH:69][CH:70]=4)=[O:26])[CH2:16]3)[S:13][CH:14]=2)=[O:9])[CH:35]=[CH:7][CH:6]=[CH:5][CH:4]=1. The yield is 0.710. (2) No catalyst specified. The yield is 0.238. The reactants are [C:1]([NH:4][C:5]1[C:13]([Cl:14])=[CH:12][C:8]([C:9]([OH:11])=O)=[C:7]([O:15][CH3:16])[CH:6]=1)(=[O:3])[CH3:2].[F:17][C:18]([F:31])([F:30])[C:19]1[CH:20]=[C:21]([CH:23]=[C:24]([C:26]([F:29])([F:28])[F:27])[CH:25]=1)[NH2:22]. The product is [C:1]([NH:4][C:5]1[C:13]([Cl:14])=[CH:12][C:8]([C:9]([NH:22][C:21]2[CH:23]=[C:24]([C:26]([F:27])([F:28])[F:29])[CH:25]=[C:19]([C:18]([F:17])([F:30])[F:31])[CH:20]=2)=[O:11])=[C:7]([O:15][CH3:16])[CH:6]=1)(=[O:3])[CH3:2]. (3) The reactants are [C:1]([NH:4][CH2:5][C:6]([OH:8])=O)(=[O:3])[CH3:2].C1C=CC2N(O)N=NC=2C=1.C1CCC(N=C=NC2CCCCC2)CC1.[C:34]1([P:40]([CH2:47][SH:48])[C:41]2[CH:46]=[CH:45][CH:44]=[CH:43][CH:42]=2)[CH:39]=[CH:38][CH:37]=[CH:36][CH:35]=1. The catalyst is CN(C=O)C.C(OCC)(=O)C. The product is [C:34]1([P:40]([CH2:47][S:48][C:6](=[O:8])[CH2:5][NH:4][C:1](=[O:3])[CH3:2])[C:41]2[CH:46]=[CH:45][CH:44]=[CH:43][CH:42]=2)[CH:35]=[CH:36][CH:37]=[CH:38][CH:39]=1. The yield is 0.960. (4) The reactants are [C-]#[N:2].[Na+].[NH2:4][C:5]1[CH:10]=[CH:9][C:8]([CH3:11])=[CH:7][CH:6]=1.[C:12]1(=O)[CH2:18][CH2:17][CH2:16][CH2:15][CH2:14][CH2:13]1.C(OCC)(=O)C. The catalyst is C(O)(=O)C. The product is [CH3:11][C:8]1[CH:9]=[CH:10][C:5]([NH:4][C:14]2([C:13]#[N:2])[CH2:15][CH2:16][CH2:17][CH2:18][CH2:12]2)=[CH:6][CH:7]=1. The yield is 0.960. (5) The reactants are [N:1]1[CH:2]=[CH:3][N:4]2[CH:9]=[CH:8][C:7]([C:10]([OH:12])=O)=[CH:6][C:5]=12.[NH:13]1[CH2:18][CH2:17][CH2:16][C@@H:15]2[C:19]3[CH:20]=[CH:21][CH:22]=[CH:23][C:24]=3[CH2:25][C@H:14]12.F[P-](F)(F)(F)(F)F.N1(OC(N(C)C)=[N+](C)C)C2N=CC=CC=2N=N1. No catalyst specified. The product is [N:13]1([C:10]([C:7]2[CH:8]=[CH:9][N:4]3[CH:3]=[CH:2][N:1]=[C:5]3[CH:6]=2)=[O:12])[CH2:18][CH2:17][CH2:16][C@@H:15]2[C:19]3[CH:20]=[CH:21][CH:22]=[CH:23][C:24]=3[CH2:25][C@H:14]12. The yield is 0.180. (6) The reactants are Cl[CH2:2][C:3]1[N:4]=[C:5]([NH2:8])[S:6][CH:7]=1.[CH3:9][O:10][C:11](=[O:15])[CH2:12][CH2:13][SH:14]. No catalyst specified. The product is [CH3:9][O:10][C:11](=[O:15])[CH2:12][CH2:13][S:14][CH2:2][C:3]1[N:4]=[C:5]([NH2:8])[S:6][CH:7]=1. The yield is 0.600.